Dataset: Forward reaction prediction with 1.9M reactions from USPTO patents (1976-2016). Task: Predict the product of the given reaction. (1) Given the reactants [NH2:1][C@H:2]1[CH2:7][CH2:6][C@H:5]([NH:8][C:9]2[CH:10]=[C:11]([NH:18][C:19]3[CH:24]=[CH:23][C:22]([N+:25]([O-:27])=[O:26])=[CH:21][CH:20]=3)[C:12]3[N:13]([CH:15]=[CH:16][N:17]=3)[N:14]=2)[CH2:4][CH2:3]1.C(N(CC)CC)C.[C:35](O[C:35]([O:37][C:38]([CH3:41])([CH3:40])[CH3:39])=[O:36])([O:37][C:38]([CH3:41])([CH3:40])[CH3:39])=[O:36], predict the reaction product. The product is: [N+:25]([C:22]1[CH:23]=[CH:24][C:19]([NH:18][C:11]2[C:12]3[N:13]([CH:15]=[CH:16][N:17]=3)[N:14]=[C:9]([NH:8][C@H:5]3[CH2:4][CH2:3][C@H:2]([NH:1][C:35](=[O:36])[O:37][C:38]([CH3:41])([CH3:40])[CH3:39])[CH2:7][CH2:6]3)[CH:10]=2)=[CH:20][CH:21]=1)([O-:27])=[O:26]. (2) The product is: [C:7]([O:11][C:12]([N:14]1[CH2:17][CH:16]([NH:18][C:19]2[CH:20]=[C:21]3[C:30](=[CH:31][C:32]=2[C:44]([C:46]([F:49])([F:48])[F:47])=[CH2:45])[O:29][CH2:28][C:27]2[N:22]3[CH:23]([CH3:35])[C:24](=[O:34])[NH:25][N:26]=2)[CH2:15]1)=[O:13])([CH3:10])([CH3:9])[CH3:8]. Given the reactants C([O-])([O-])=O.[K+].[K+].[C:7]([O:11][C:12]([N:14]1[CH2:17][CH:16]([NH:18][C:19]2[CH:20]=[C:21]3[C:30](=[CH:31][C:32]=2Br)[O:29][CH2:28][C:27]2[N:22]3[CH:23]([CH3:35])[C:24](=[O:34])[NH:25][N:26]=2)[CH2:15]1)=[O:13])([CH3:10])([CH3:9])[CH3:8].CC1(C)CC(C)OB([C:44]([C:46]([F:49])([F:48])[F:47])=[CH2:45])O1.CCOC(C)=O, predict the reaction product. (3) Given the reactants Cl.Cl.[CH:3]1([O:6][C:7]2[CH:31]=[CH:30][C:29]([O:32][C:33]([F:36])([F:35])[F:34])=[CH:28][C:8]=2[CH2:9][NH:10][C@H:11]2[C@@H:17](F)[CH2:16][C@@H:15]3[NH:19][C@@:12]2([C:22]2[CH:27]=[CH:26][CH:25]=[CH:24][CH:23]=2)[CH2:13][C@H:14]3[CH2:20]O)[CH2:5][CH2:4]1.C1(P(C2C=CC=CC=2)C2C=CC=CC=2)C=CC=CC=1.C(Br)(Br)(Br)[Br:57].O, predict the reaction product. The product is: [Br:57][CH2:20][C@@H:14]1[CH2:13][C@:12]2([C:22]3[CH:27]=[CH:26][CH:25]=[CH:24][CH:23]=3)[NH:19][C@H:15]1[CH2:16][CH2:17][C@H:11]2[NH:10][CH2:9][C:8]1[CH:28]=[C:29]([O:32][C:33]([F:34])([F:35])[F:36])[CH:30]=[CH:31][C:7]=1[O:6][CH:3]1[CH2:4][CH2:5]1. (4) Given the reactants [C:1]1([C:7]2[NH:8][C:9]3[CH:10]=[CH:11][CH:12]=[C:13]4[C:19](=[O:20])[NH:18][CH2:17][CH2:16][C:15]=2[C:14]=34)[CH:6]=[CH:5][CH:4]=[CH:3][CH:2]=1.[Cl:21]C1C=C(B(O)O)C=CC=1, predict the reaction product. The product is: [Cl:21][C:5]1[CH:6]=[C:1]([C:7]2[NH:8][C:9]3[CH:10]=[CH:11][CH:12]=[C:13]4[C:19](=[O:20])[NH:18][CH2:17][CH2:16][C:15]=2[C:14]=34)[CH:2]=[CH:3][CH:4]=1. (5) Given the reactants [Cl:1][C:2]1[CH:7]=[C:6]2[NH:8][C:9](=[O:31])[C:10]3([CH:15]([C:16]4[CH:21]=[CH:20][CH:19]=[C:18]([Cl:22])[CH:17]=4)[CH2:14][C:13](=O)[NH:12][CH:11]3[C:24]3[CH:29]=[CH:28][CH:27]=[C:26]([CH3:30])[CH:25]=3)[C:5]2=[CH:4][CH:3]=1.[BH4-].[Na+], predict the reaction product. The product is: [Cl:1][C:2]1[CH:7]=[C:6]2[NH:8][C:9](=[O:31])[C:10]3([CH:15]([C:16]4[CH:21]=[CH:20][CH:19]=[C:18]([Cl:22])[CH:17]=4)[CH2:14][CH2:13][NH:12][CH:11]3[C:24]3[CH:29]=[CH:28][CH:27]=[C:26]([CH3:30])[CH:25]=3)[C:5]2=[CH:4][CH:3]=1. (6) Given the reactants [NH2:1][CH2:2][C:3]1[N:8]=[CH:7][C:6]([NH:9][C:10]2[CH:15]=[CH:14][C:13]([O:16][CH3:17])=[CH:12][C:11]=2[C:18]([F:21])([F:20])[F:19])=[CH:5][CH:4]=1.[N:22]1[CH:27]=[C:26]([C:28]([NH:30][C:31]2([C:34](O)=[O:35])[CH2:33][CH2:32]2)=[O:29])[CH:25]=[N:24][CH:23]=1, predict the reaction product. The product is: [CH3:17][O:16][C:13]1[CH:14]=[CH:15][C:10]([NH:9][C:6]2[CH:5]=[CH:4][C:3]([CH2:2][NH:1][C:34]([C:31]3([NH:30][C:28]([C:26]4[CH:25]=[N:24][CH:23]=[N:22][CH:27]=4)=[O:29])[CH2:33][CH2:32]3)=[O:35])=[N:8][CH:7]=2)=[C:11]([C:18]([F:21])([F:19])[F:20])[CH:12]=1.